Dataset: Catalyst prediction with 721,799 reactions and 888 catalyst types from USPTO. Task: Predict which catalyst facilitates the given reaction. (1) The catalyst class is: 332. Reactant: [CH2:1]([O:8][C:9]1[CH:14]=[C:13](/[CH:15]=[CH:16]/Br)[C:12]([CH3:18])=[CH:11][C:10]=1[O:19][CH3:20])[C:2]1[CH:7]=[CH:6][CH:5]=[CH:4][CH:3]=1.[Li]C(C)(C)C.[CH3:26][O:27][C:28]1[CH:29]=[C:30]2[C:35](=[CH:36][C:37]=1[O:38][CH3:39])[CH:34]=[N:33][CH2:32][CH2:31]2. Product: [CH2:1]([O:8][C:9]1[C:10]([O:19][CH3:20])=[CH:11][C:12]([CH3:18])=[C:13](/[CH:15]=[CH:16]/[CH:34]2[C:35]3[C:30](=[CH:29][C:28]([O:27][CH3:26])=[C:37]([O:38][CH3:39])[CH:36]=3)[CH2:31][CH2:32][NH:33]2)[CH:14]=1)[C:2]1[CH:7]=[CH:6][CH:5]=[CH:4][CH:3]=1. (2) Reactant: [C:1]([O:5][CH2:6][CH3:7])(=[O:4])[CH2:2][OH:3].[H-].[Na+].Cl[C:11]1[C:16]([C:17](OCC)=[O:18])=[CH:15][N:14]=[CH:13][CH:12]=1. Product: [OH:18][C:17]1[C:16]2[CH:15]=[N:14][CH:13]=[CH:12][C:11]=2[O:3][C:2]=1[C:1]([O:5][CH2:6][CH3:7])=[O:4]. The catalyst class is: 57. (3) Reactant: Br[C:2]1[CH:3]=[C:4]([O:8][CH:9]([CH2:14][CH3:15])[C:10]([O:12][CH3:13])=[O:11])[CH:5]=[N:6][CH:7]=1.[Cu][C:17]#[N:18].C(OCC)(=O)C. Product: [C:17]([C:2]1[CH:3]=[C:4]([O:8][CH:9]([CH2:14][CH3:15])[C:10]([O:12][CH3:13])=[O:11])[CH:5]=[N:6][CH:7]=1)#[N:18]. The catalyst class is: 264. (4) Reactant: [CH3:1][NH:2][C:3]1[CH:27]=[CH:26][C:6]([O:7][C:8]2[CH:13]=[CH:12][N:11]=[C:10]([NH:14][C:15](=[O:25])[CH2:16][N:17]3[CH2:22][CH2:21][N:20]([CH2:23][CH3:24])[CH2:19][CH2:18]3)[CH:9]=2)=[CH:5][C:4]=1[N+:28]([O-])=O. Product: [NH2:28][C:4]1[CH:5]=[C:6]([CH:26]=[CH:27][C:3]=1[NH:2][CH3:1])[O:7][C:8]1[CH:13]=[CH:12][N:11]=[C:10]([NH:14][C:15](=[O:25])[CH2:16][N:17]2[CH2:22][CH2:21][N:20]([CH2:23][CH3:24])[CH2:19][CH2:18]2)[CH:9]=1. The catalyst class is: 19. (5) Product: [Cl:26][CH2:25][CH2:24][CH2:23][N:6]1[CH:5]=[N:4][C:3]2[C:7]1=[N:8][C:9]([NH2:18])=[N:10][C:2]=2[Cl:1]. Reactant: [Cl:1][C:2]1[N:10]=[CH:9][N:8]=[C:7]2[C:3]=1[NH:4][CH:5]=[N:6]2.C([O-])([O-])=O.[K+].[K+].C[N:18](C=O)C.Br[CH2:23][CH2:24][CH2:25][Cl:26]. The catalyst class is: 6.